From a dataset of Full USPTO retrosynthesis dataset with 1.9M reactions from patents (1976-2016). Predict the reactants needed to synthesize the given product. (1) The reactants are: [H-].[Na+].[NH2:3][C:4]1[N:8]2[C:9]([C:13](OCC)=[O:14])=[CH:10][CH:11]=[CH:12][C:7]2=[N:6][C:5]=1[CH3:18]. Given the product [CH3:18][C:5]1[N:6]=[C:7]2[N:8]3[C:4]=1[NH:3][C:13](=[O:14])[C:9]3=[CH:10][CH:11]=[CH:12]2, predict the reactants needed to synthesize it. (2) Given the product [Si:1]([O:8][CH2:9][C@@H:10]([NH:12][C:13]([C:15]1[N:16]=[C:17]([N:20]2[CH2:21][CH:22]([O:24][S:26]([CH3:25])(=[O:28])=[O:27])[CH2:23]2)[S:18][CH:19]=1)=[O:14])[CH3:11])([C:4]([CH3:5])([CH3:6])[CH3:7])([CH3:3])[CH3:2], predict the reactants needed to synthesize it. The reactants are: [Si:1]([O:8][CH2:9][C@@H:10]([NH:12][C:13]([C:15]1[N:16]=[C:17]([N:20]2[CH2:23][CH:22]([OH:24])[CH2:21]2)[S:18][CH:19]=1)=[O:14])[CH3:11])([C:4]([CH3:7])([CH3:6])[CH3:5])([CH3:3])[CH3:2].[CH3:25][S:26](Cl)(=[O:28])=[O:27].C(N(CC)CC)C. (3) Given the product [NH:24]1[C:32]2[C:27](=[CH:28][CH:29]=[CH:30][CH:31]=2)[C:26]([CH:7]2[C:8]3[C:13](=[CH:12][CH:11]=[CH:10][CH:9]=3)[C:14]3[CH:1]=[CH:2][CH:3]=[CH:4][C:5]=3[N:6]2[C:15]([C:16]2[CH:21]=[CH:20][CH:19]=[CH:18][CH:17]=2)=[O:22])=[CH:25]1, predict the reactants needed to synthesize it. The reactants are: [CH:1]1[C:14]2[C:5](=[N:6][CH:7]=[C:8]3[C:13]=2[CH:12]=[CH:11][CH:10]=[CH:9]3)[CH:4]=[CH:3][CH:2]=1.[C:15](Cl)(=[O:22])[C:16]1[CH:21]=[CH:20][CH:19]=[CH:18][CH:17]=1.[NH:24]1[C:32]2[C:27](=[CH:28][CH:29]=[CH:30][CH:31]=2)[CH:26]=[CH:25]1.